Dataset: Catalyst prediction with 721,799 reactions and 888 catalyst types from USPTO. Task: Predict which catalyst facilitates the given reaction. Reactant: [C:1]([O:5][CH2:6][CH2:7][N:8]1[CH2:13][CH2:12][CH:11]([O:14][C:15]2[CH:24]=[C:23]([O:25][CH2:26][CH2:27][CH2:28][N:29]3[CH2:34][CH2:33][N:32]([CH3:35])[CH2:31][CH2:30]3)[CH:22]=[C:21]3[C:16]=2[C:17]([NH:36][C:37]2[CH:41]=[C:40]([CH2:42][C:43]([OH:45])=O)[NH:39][N:38]=2)=[N:18][CH:19]=[N:20]3)[CH2:10][CH2:9]1)([CH3:4])([CH3:3])[CH3:2].[F:46][C:47]1[CH:48]=[C:49]([CH:51]=[CH:52][CH:53]=1)[NH2:50].Cl.CN(C)CCCN=C=NCC.OC1C=CC=C[N+]=1[O-]. Product: [NH3:8].[C:1]([O:5][CH2:6][CH2:7][N:8]1[CH2:9][CH2:10][CH:11]([O:14][C:15]2[CH:24]=[C:23]([O:25][CH2:26][CH2:27][CH2:28][N:29]3[CH2:34][CH2:33][N:32]([CH3:35])[CH2:31][CH2:30]3)[CH:22]=[C:21]3[C:16]=2[C:17]([NH:36][C:37]2[CH:41]=[C:40]([CH2:42][C:43]([NH:50][C:49]4[CH:51]=[CH:52][CH:53]=[C:47]([F:46])[CH:48]=4)=[O:45])[NH:39][N:38]=2)=[N:18][CH:19]=[N:20]3)[CH2:12][CH2:13]1)([CH3:2])([CH3:3])[CH3:4]. The catalyst class is: 204.